Dataset: NCI-60 drug combinations with 297,098 pairs across 59 cell lines. Task: Regression. Given two drug SMILES strings and cell line genomic features, predict the synergy score measuring deviation from expected non-interaction effect. (1) Drug 1: CC1CCC2CC(C(=CC=CC=CC(CC(C(=O)C(C(C(=CC(C(=O)CC(OC(=O)C3CCCCN3C(=O)C(=O)C1(O2)O)C(C)CC4CCC(C(C4)OC)O)C)C)O)OC)C)C)C)OC. Drug 2: C1CC(=O)NC(=O)C1N2C(=O)C3=CC=CC=C3C2=O. Cell line: PC-3. Synergy scores: CSS=21.1, Synergy_ZIP=-0.00241, Synergy_Bliss=3.89, Synergy_Loewe=-37.1, Synergy_HSA=4.00. (2) Drug 1: COC1=C(C=C2C(=C1)N=CN=C2NC3=CC(=C(C=C3)F)Cl)OCCCN4CCOCC4. Drug 2: CC1C(C(=O)NC(C(=O)N2CCCC2C(=O)N(CC(=O)N(C(C(=O)O1)C(C)C)C)C)C(C)C)NC(=O)C3=C4C(=C(C=C3)C)OC5=C(C(=O)C(=C(C5=N4)C(=O)NC6C(OC(=O)C(N(C(=O)CN(C(=O)C7CCCN7C(=O)C(NC6=O)C(C)C)C)C)C(C)C)C)N)C. Cell line: HCT-15. Synergy scores: CSS=51.5, Synergy_ZIP=6.34, Synergy_Bliss=7.51, Synergy_Loewe=7.03, Synergy_HSA=6.54. (3) Drug 1: C1CN1C2=NC(=NC(=N2)N3CC3)N4CC4. Drug 2: CC1OCC2C(O1)C(C(C(O2)OC3C4COC(=O)C4C(C5=CC6=C(C=C35)OCO6)C7=CC(=C(C(=C7)OC)O)OC)O)O. Cell line: PC-3. Synergy scores: CSS=22.2, Synergy_ZIP=-12.1, Synergy_Bliss=-2.51, Synergy_Loewe=1.59, Synergy_HSA=3.61. (4) Drug 1: CC1=C(C=C(C=C1)NC(=O)C2=CC=C(C=C2)CN3CCN(CC3)C)NC4=NC=CC(=N4)C5=CN=CC=C5. Drug 2: CC1CCCC2(C(O2)CC(NC(=O)CC(C(C(=O)C(C1O)C)(C)C)O)C(=CC3=CSC(=N3)C)C)C. Cell line: UACC62. Synergy scores: CSS=53.1, Synergy_ZIP=2.03, Synergy_Bliss=2.01, Synergy_Loewe=-23.7, Synergy_HSA=4.06. (5) Drug 1: CC1=CC2C(CCC3(C2CCC3(C(=O)C)OC(=O)C)C)C4(C1=CC(=O)CC4)C. Drug 2: CCCCCOC(=O)NC1=NC(=O)N(C=C1F)C2C(C(C(O2)C)O)O. Cell line: SR. Synergy scores: CSS=9.51, Synergy_ZIP=0.548, Synergy_Bliss=3.02, Synergy_Loewe=-0.115, Synergy_HSA=1.19. (6) Drug 1: CCC1(CC2CC(C3=C(CCN(C2)C1)C4=CC=CC=C4N3)(C5=C(C=C6C(=C5)C78CCN9C7C(C=CC9)(C(C(C8N6C=O)(C(=O)OC)O)OC(=O)C)CC)OC)C(=O)OC)O.OS(=O)(=O)O. Drug 2: C1C(C(OC1N2C=NC3=C(N=C(N=C32)Cl)N)CO)O. Cell line: SNB-75. Synergy scores: CSS=16.9, Synergy_ZIP=-4.00, Synergy_Bliss=-1.17, Synergy_Loewe=-11.1, Synergy_HSA=-0.145. (7) Drug 1: CC1=C(C=C(C=C1)C(=O)NC2=CC(=CC(=C2)C(F)(F)F)N3C=C(N=C3)C)NC4=NC=CC(=N4)C5=CN=CC=C5. Drug 2: CC1CCC2CC(C(=CC=CC=CC(CC(C(=O)C(C(C(=CC(C(=O)CC(OC(=O)C3CCCCN3C(=O)C(=O)C1(O2)O)C(C)CC4CCC(C(C4)OC)OCCO)C)C)O)OC)C)C)C)OC. Cell line: NCI/ADR-RES. Synergy scores: CSS=-9.76, Synergy_ZIP=7.80, Synergy_Bliss=5.82, Synergy_Loewe=-8.82, Synergy_HSA=-6.16. (8) Drug 1: C1C(C(OC1N2C=NC3=C2NC=NCC3O)CO)O. Drug 2: CCC1(C2=C(COC1=O)C(=O)N3CC4=CC5=C(C=CC(=C5CN(C)C)O)N=C4C3=C2)O.Cl. Cell line: SK-MEL-28. Synergy scores: CSS=3.24, Synergy_ZIP=-3.36, Synergy_Bliss=-3.34, Synergy_Loewe=-16.8, Synergy_HSA=-3.57.